The task is: Predict the product of the given reaction.. This data is from Forward reaction prediction with 1.9M reactions from USPTO patents (1976-2016). (1) Given the reactants [CH2:1]([OH:8])[C:2]1[CH:7]=[CH:6][CH:5]=[CH:4][CH:3]=1.[H-].[Na+].CC1(C)O[CH:16]([CH2:18][NH:19][C:20]2[C:25]([F:26])=[CH:24][CH:23]=[C:22](F)[N:21]=2)[CH2:15]OC1.[CH3:29][CH2:30][O:31][C:32]([CH3:34])=O, predict the reaction product. The product is: [CH2:1]([O:8][C:22]1[N:21]=[C:20]([NH:19][CH2:18][C:16]2([CH3:15])[CH2:34][CH2:32][O:31][CH2:30][CH2:29]2)[C:25]([F:26])=[CH:24][CH:23]=1)[C:2]1[CH:7]=[CH:6][CH:5]=[CH:4][CH:3]=1. (2) Given the reactants [F:1][C:2]1[CH:10]=[CH:9][C:5]([C:6]([OH:8])=[O:7])=[CH:4][C:3]=1[N+:11]([O-])=O.[H][H], predict the reaction product. The product is: [NH2:11][C:3]1[CH:4]=[C:5]([CH:9]=[CH:10][C:2]=1[F:1])[C:6]([OH:8])=[O:7].